Dataset: Forward reaction prediction with 1.9M reactions from USPTO patents (1976-2016). Task: Predict the product of the given reaction. Given the reactants Br[C:2]1[CH:3]=[C:4]2[C:9](=[CH:10][CH:11]=1)[N:8]=[C:7]([C:12]1[CH:17]=[CH:16][C:15]([C:18]3[NH:22][C:21]([C@@H:23]4[CH2:27][CH2:26][CH2:25][N:24]4[C:28](=[O:38])[C@@H:29]([NH:33][C:34](=[O:37])[O:35][CH3:36])[CH:30]([CH3:32])[CH3:31])=[N:20][CH:19]=3)=[CH:14][CH:13]=1)[CH:6]=[N:5]2.C([Sn](CCCC)(CCCC)[C:44]([O:46][CH2:47][CH3:48])=[CH2:45])CCC, predict the reaction product. The product is: [CH2:47]([O:46][C:44]([C:2]1[CH:3]=[C:4]2[C:9](=[CH:10][CH:11]=1)[N:8]=[C:7]([C:12]1[CH:13]=[CH:14][C:15]([C:18]3[NH:22][C:21]([C@@H:23]4[CH2:27][CH2:26][CH2:25][N:24]4[C:28](=[O:38])[C@@H:29]([NH:33][C:34](=[O:37])[O:35][CH3:36])[CH:30]([CH3:32])[CH3:31])=[N:20][CH:19]=3)=[CH:16][CH:17]=1)[CH:6]=[N:5]2)=[CH2:45])[CH3:48].